From a dataset of Peptide-MHC class II binding affinity with 134,281 pairs from IEDB. Regression. Given a peptide amino acid sequence and an MHC pseudo amino acid sequence, predict their binding affinity value. This is MHC class II binding data. (1) The MHC is DRB1_0401 with pseudo-sequence DRB1_0401. The peptide sequence is MTETLLVQNANPDCKTIL. The binding affinity (normalized) is 0. (2) The peptide sequence is IFSLKDTLKRRSWPL. The MHC is DRB1_1101 with pseudo-sequence DRB1_1101. The binding affinity (normalized) is 0.769. (3) The peptide sequence is GQIGNDPNRDIL. The MHC is HLA-DQA10401-DQB10402 with pseudo-sequence HLA-DQA10401-DQB10402. The binding affinity (normalized) is 0.0164.